This data is from Forward reaction prediction with 1.9M reactions from USPTO patents (1976-2016). The task is: Predict the product of the given reaction. Given the reactants [CH:1]1([NH:7][C:8]([CH:10]2[CH2:16][C:13]3([CH2:15][CH2:14]3)[CH2:12][NH:11]2)=[O:9])[CH2:6][CH2:5][CH2:4][CH2:3][CH2:2]1.ClCCCl.[CH:21](=O)[CH:22]([CH3:24])[CH3:23].C(O[BH-](OC(=O)C)OC(=O)C)(=O)C.[Na+], predict the reaction product. The product is: [CH:1]1([NH:7][C:8]([CH:10]2[CH2:16][C:13]3([CH2:14][CH2:15]3)[CH2:12][N:11]2[CH2:21][CH:22]([CH3:24])[CH3:23])=[O:9])[CH2:6][CH2:5][CH2:4][CH2:3][CH2:2]1.